This data is from NCI-60 drug combinations with 297,098 pairs across 59 cell lines. The task is: Regression. Given two drug SMILES strings and cell line genomic features, predict the synergy score measuring deviation from expected non-interaction effect. (1) Drug 1: CCC1=C2CN3C(=CC4=C(C3=O)COC(=O)C4(CC)O)C2=NC5=C1C=C(C=C5)O. Drug 2: C1=NC2=C(N1)C(=S)N=CN2. Cell line: PC-3. Synergy scores: CSS=33.9, Synergy_ZIP=-8.13, Synergy_Bliss=-0.829, Synergy_Loewe=-20.6, Synergy_HSA=2.11. (2) Drug 1: COC1=CC(=CC(=C1O)OC)C2C3C(COC3=O)C(C4=CC5=C(C=C24)OCO5)OC6C(C(C7C(O6)COC(O7)C8=CC=CS8)O)O. Drug 2: CC1=CC=C(C=C1)C2=CC(=NN2C3=CC=C(C=C3)S(=O)(=O)N)C(F)(F)F. Cell line: SR. Synergy scores: CSS=68.3, Synergy_ZIP=2.78, Synergy_Bliss=2.29, Synergy_Loewe=-24.9, Synergy_HSA=3.31. (3) Drug 1: COC1=CC(=CC(=C1O)OC)C2C3C(COC3=O)C(C4=CC5=C(C=C24)OCO5)OC6C(C(C7C(O6)COC(O7)C8=CC=CS8)O)O. Drug 2: C1=NC2=C(N1)C(=S)N=CN2. Cell line: EKVX. Synergy scores: CSS=21.9, Synergy_ZIP=1.28, Synergy_Bliss=3.37, Synergy_Loewe=3.71, Synergy_HSA=3.41. (4) Drug 1: C1CC(CCC1OC2=C(C(=CC=C2)Cl)F)(CC3=NC(=CC=C3)NC4=NC=CS4)C(=O)O. Drug 2: C1CCC(C(C1)[NH-])[NH-].C(=O)(C(=O)[O-])[O-].[Pt+4]. Cell line: HT29. Synergy scores: CSS=43.2, Synergy_ZIP=0.0914, Synergy_Bliss=0.385, Synergy_Loewe=-0.825, Synergy_HSA=3.27. (5) Drug 1: C1=C(C(=O)NC(=O)N1)N(CCCl)CCCl. Drug 2: C1C(C(OC1N2C=NC(=NC2=O)N)CO)O. Cell line: OVCAR-5. Synergy scores: CSS=21.5, Synergy_ZIP=-1.91, Synergy_Bliss=1.31, Synergy_Loewe=1.90, Synergy_HSA=3.71.